From a dataset of Forward reaction prediction with 1.9M reactions from USPTO patents (1976-2016). Predict the product of the given reaction. Given the reactants [Cl:1][C:2]1[CH:3]=[CH:4][C:5]([I:11])=[C:6]([CH:10]=1)[C:7](O)=[O:8].O1CCCC1.B.ClCCCl, predict the reaction product. The product is: [Cl:1][C:2]1[CH:3]=[CH:4][C:5]([I:11])=[C:6]([CH:10]=1)[CH:7]=[O:8].